This data is from Reaction yield outcomes from USPTO patents with 853,638 reactions. The task is: Predict the reaction yield, written as a fraction of the theoretical maximum amount of product (1.0 means a 100% yield; for example, 0.34 means a 34% yield). (1) The reactants are C(OC(=O)[NH:7][C@H:8]1[CH2:13][CH2:12][C@@H:11]([NH:14][C:15]2[N:20]=[C:19]([N:21]([CH3:23])[CH3:22])[C:18]([CH3:24])=[CH:17][N:16]=2)[CH2:10][CH2:9]1)(C)(C)C.Cl. The catalyst is CCOC(C)=O. The product is [NH2:7][C@@H:8]1[CH2:9][CH2:10][C@H:11]([NH:14][C:15]2[N:20]=[C:19]([N:21]([CH3:23])[CH3:22])[C:18]([CH3:24])=[CH:17][N:16]=2)[CH2:12][CH2:13]1. The yield is 0.980. (2) The reactants are C(OC(=O)[NH:10][C:11]1[CH:16]=[CH:15][C:14]([CH:17]2[C:20](=[O:21])[N:19]([C:22]3[CH:27]=[C:26]([O:28][CH3:29])[C:25]([O:30][CH3:31])=[C:24]([O:32][CH3:33])[CH:23]=3)[CH:18]2[C:34]2[CH:39]=[CH:38][C:37]([O:40][CH3:41])=[C:36]([OH:42])[CH:35]=2)=[CH:13][CH:12]=1)C1C=CC=CC=1.[Na+].[Cl-]. No catalyst specified. The product is [NH2:10][C:11]1[CH:12]=[CH:13][C:14]([CH:17]2[CH:18]([C:34]3[CH:39]=[CH:38][C:37]([O:40][CH3:41])=[C:36]([OH:42])[CH:35]=3)[N:19]([C:22]3[CH:23]=[C:24]([O:32][CH3:33])[C:25]([O:30][CH3:31])=[C:26]([O:28][CH3:29])[CH:27]=3)[C:20]2=[O:21])=[CH:15][CH:16]=1. The yield is 0.394. (3) The reactants are C([NH:5][S:6]([C:9]1[S:10][C:11]([C:14]2[CH:19]=[CH:18][CH:17]=[C:16]([C:20]3[N:25]=[C:24]([CH3:26])[CH:23]=[C:22]([C:27]4[CH:28]=[N:29][C:30]([C:33]([F:36])([F:35])[F:34])=[CH:31][CH:32]=4)[N:21]=3)[CH:15]=2)=[CH:12][CH:13]=1)(=[O:8])=[O:7])(C)(C)C.C(O)(C(F)(F)F)=O. The catalyst is ClCCl. The product is [CH3:26][C:24]1[CH:23]=[C:22]([C:27]2[CH:28]=[N:29][C:30]([C:33]([F:35])([F:36])[F:34])=[CH:31][CH:32]=2)[N:21]=[C:20]([C:16]2[CH:15]=[C:14]([C:11]3[S:10][C:9]([S:6]([NH2:5])(=[O:8])=[O:7])=[CH:13][CH:12]=3)[CH:19]=[CH:18][CH:17]=2)[N:25]=1. The yield is 0.0300.